Task: Predict the reactants needed to synthesize the given product.. Dataset: Full USPTO retrosynthesis dataset with 1.9M reactions from patents (1976-2016) (1) Given the product [CH3:1][O:2][C:3]([C:5]1[S:6][C:7]([CH2:11][O:12][Si:13]([C:26]([CH3:29])([CH3:28])[CH3:27])([C:14]2[CH:19]=[CH:18][CH:17]=[CH:16][CH:15]=2)[C:20]2[CH:25]=[CH:24][CH:23]=[CH:22][CH:21]=2)=[CH:8][C:9]=1[N:10]=[CH:32][N:35]([CH3:37])[CH3:36])=[O:4], predict the reactants needed to synthesize it. The reactants are: [CH3:1][O:2][C:3]([C:5]1[S:6][C:7]([CH2:11][O:12][Si:13]([C:26]([CH3:29])([CH3:28])[CH3:27])([C:20]2[CH:25]=[CH:24][CH:23]=[CH:22][CH:21]=2)[C:14]2[CH:19]=[CH:18][CH:17]=[CH:16][CH:15]=2)=[CH:8][C:9]=1[NH2:10])=[O:4].CO[CH:32]([N:35]([CH3:37])[CH3:36])OC. (2) Given the product [CH3:21][C:6]1([CH3:5])[CH2:15][CH2:14][CH2:13][C:12]2[CH:11]=[C:10]([O:16][CH2:17][CH:18]3[O:19][C:2]([NH2:3])=[N:1][CH2:20]3)[CH:9]=[CH:8][C:7]1=2, predict the reactants needed to synthesize it. The reactants are: [N:1]#[C:2][NH2:3].[Na].[CH3:5][C:6]1([CH3:21])[CH2:15][CH2:14][CH2:13][C:12]2[CH:11]=[C:10]([O:16][CH2:17][C@@H:18]3[CH2:20][O:19]3)[CH:9]=[CH:8][C:7]1=2. (3) Given the product [CH3:32][C:33]1[CH:38]=[C:37]([C:2]2[CH:7]=[CH:6][C:5]([C@@H:8]([N:10]3[CH2:15][CH2:14][C@:13]([CH2:22][CH2:23][CH2:24][N:25]4[CH2:29][CH2:28][CH2:27][C:26]4=[O:30])([C:16]4[CH:21]=[CH:20][CH:19]=[CH:18][CH:17]=4)[O:12][C:11]3=[O:31])[CH3:9])=[CH:4][CH:3]=2)[CH:36]=[CH:35][N:34]=1, predict the reactants needed to synthesize it. The reactants are: Br[C:2]1[CH:7]=[CH:6][C:5]([C@@H:8]([N:10]2[CH2:15][CH2:14][C@:13]([CH2:22][CH2:23][CH2:24][N:25]3[CH2:29][CH2:28][CH2:27][C:26]3=[O:30])([C:16]3[CH:21]=[CH:20][CH:19]=[CH:18][CH:17]=3)[O:12][C:11]2=[O:31])[CH3:9])=[CH:4][CH:3]=1.[CH3:32][C:33]1[CH:38]=[C:37](B(O)O)[CH:36]=[CH:35][N:34]=1. (4) Given the product [CH2:1]([C:8]1[CH:9]=[C:10]([CH:15]=[CH:16][CH:17]=1)[C:11]([OH:13])=[O:12])[C:2]1[CH:3]=[CH:4][CH:5]=[CH:6][CH:7]=1, predict the reactants needed to synthesize it. The reactants are: [CH2:1]([C:8]1[CH:9]=[C:10]([CH:15]=[CH:16][CH:17]=1)[C:11]([O:13]C)=[O:12])[C:2]1[CH:7]=[CH:6][CH:5]=[CH:4][CH:3]=1.O.[OH-].[Li+]. (5) Given the product [CH3:12][C:11]1([CH3:13])[O:4][C:3]2[CH:5]=[CH:6][CH:7]=[CH:8][C:1]=2[O:2]1, predict the reactants needed to synthesize it. The reactants are: [C:1]1([C:3](=[CH:5][CH:6]=[CH:7][CH:8]=1)[OH:4])[OH:2].CO[C:11](OC)([CH3:13])[CH3:12].C([O-])(O)=O.[Na+].